This data is from Peptide-MHC class I binding affinity with 185,985 pairs from IEDB/IMGT. The task is: Regression. Given a peptide amino acid sequence and an MHC pseudo amino acid sequence, predict their binding affinity value. This is MHC class I binding data. (1) The MHC is HLA-B35:01 with pseudo-sequence HLA-B35:01. The peptide sequence is TSKLNHHFP. The binding affinity (normalized) is 0.0847. (2) The binding affinity (normalized) is 0.0847. The peptide sequence is KHDEEFCDM. The MHC is HLA-B57:01 with pseudo-sequence YYAMYGENMASTYENIAYIVYDSYTWAVLAYLWY. (3) The peptide sequence is ETALAIIRR. The MHC is HLA-A26:03 with pseudo-sequence HLA-A26:03. The binding affinity (normalized) is 0.302. (4) The peptide sequence is RVRAYTYSK. The MHC is HLA-A23:01 with pseudo-sequence HLA-A23:01. The binding affinity (normalized) is 0. (5) The peptide sequence is KYYIYRLYF. The MHC is HLA-A02:06 with pseudo-sequence HLA-A02:06. The binding affinity (normalized) is 0.0847. (6) The binding affinity (normalized) is 0.0847. The MHC is HLA-A11:01 with pseudo-sequence HLA-A11:01. The peptide sequence is EVVDMLSTY. (7) The peptide sequence is YDFAFRDLA. The MHC is H-2-Kb with pseudo-sequence H-2-Kb. The binding affinity (normalized) is 0. (8) The peptide sequence is DTPGERNPYEN. The MHC is Mamu-A01 with pseudo-sequence Mamu-A01. The binding affinity (normalized) is 0.296. (9) The peptide sequence is ITMVNSLTY. The MHC is HLA-B08:01 with pseudo-sequence HLA-B08:01. The binding affinity (normalized) is 0.0847. (10) The peptide sequence is ALYSYASAK. The MHC is HLA-A02:06 with pseudo-sequence HLA-A02:06. The binding affinity (normalized) is 0.482.